This data is from Forward reaction prediction with 1.9M reactions from USPTO patents (1976-2016). The task is: Predict the product of the given reaction. (1) Given the reactants [CH3:1][N:2]([S:10]([C:13]1[CH:18]=[CH:17][C:16]([F:19])=[CH:15][CH:14]=1)(=[O:12])=[O:11])[C:3]1([C:6]([O:8]C)=[O:7])[CH2:5][CH2:4]1.[OH-].[Na+], predict the reaction product. The product is: [CH3:1][N:2]([S:10]([C:13]1[CH:14]=[CH:15][C:16]([F:19])=[CH:17][CH:18]=1)(=[O:12])=[O:11])[C:3]1([C:6]([OH:8])=[O:7])[CH2:5][CH2:4]1. (2) Given the reactants [C:1]([N:4]1[C:8]2[CH:9]=[CH:10][CH:11]=[CH:12][C:7]=2[N:6]([CH2:13][C:14]2[N:18]([CH2:19][CH2:20][CH:21]([CH3:23])[CH3:22])[C:17]3[CH:24]=[CH:25][C:26]([C:28]#[N:29])=[CH:27][C:16]=3[N:15]=2)[C:5]1=[O:30])([CH3:3])=[CH2:2].Cl.[NH2:32][OH:33].C([O-])([O-])=O.[K+].[K+], predict the reaction product. The product is: [OH:33][NH:32][C:28]([C:26]1[CH:25]=[CH:24][C:17]2[N:18]([CH2:19][CH2:20][CH:21]([CH3:22])[CH3:23])[C:14]([CH2:13][N:6]3[C:7]4[CH:12]=[CH:11][CH:10]=[CH:9][C:8]=4[N:4]([C:1]([CH3:3])=[CH2:2])[C:5]3=[O:30])=[N:15][C:16]=2[CH:27]=1)=[NH:29]. (3) Given the reactants [F:1][C:2]([F:37])([F:36])[C:3]1[CH:4]=[C:5]([CH:29]=[C:30]([C:32]([F:35])([F:34])[F:33])[CH:31]=1)[C:6]([N:8]1[C@H:13]([CH2:14][C:15]2[C:23]3[C:18](=[CH:19][CH:20]=[CH:21][CH:22]=3)[NH:17][CH:16]=2)[CH2:12][N:11]2[CH2:24][C:25](=[O:28])[CH2:26][CH2:27][C@@H:10]2[CH2:9]1)=[O:7].C(N(CC)CC)C.[C:45](O[C:45]([O:47][C:48]([CH3:51])([CH3:50])[CH3:49])=[O:46])([O:47][C:48]([CH3:51])([CH3:50])[CH3:49])=[O:46], predict the reaction product. The product is: [C:48]([O:47][C:45]([N:17]1[C:18]2[C:23](=[CH:22][CH:21]=[CH:20][CH:19]=2)[C:15]([CH2:14][C@@H:13]2[CH2:12][N:11]3[CH2:24][C:25](=[O:28])[CH2:26][CH2:27][C@@H:10]3[CH2:9][N:8]2[C:6](=[O:7])[C:5]2[CH:29]=[C:30]([C:32]([F:35])([F:34])[F:33])[CH:31]=[C:3]([C:2]([F:1])([F:36])[F:37])[CH:4]=2)=[CH:16]1)=[O:46])([CH3:51])([CH3:50])[CH3:49]. (4) Given the reactants [C:1]([NH:4][C@@H:5]([CH2:37][C:38]1[CH:43]=[CH:42][CH:41]=[CH:40][CH:39]=1)[C:6]([NH:8][C@@H:9]([CH2:13][C:14]1[CH:19]=[CH:18][C:17]([N:20]2[CH2:24][C:23](=[O:25])[N:22]([CH2:26][C:27]3[CH:32]=[CH:31][C:30]([O:33][CH3:34])=[CH:29][CH:28]=3)[S:21]2(=[O:36])=[O:35])=[CH:16][CH:15]=1)[C:10](O)=[O:11])=[O:7])(=[O:3])[CH3:2].[C:44]([O:48][C:49](=[O:60])[CH2:50][C:51]1[CH:56]=[CH:55][C:54]([CH2:57][CH2:58][NH2:59])=[CH:53][CH:52]=1)([CH3:47])([CH3:46])[CH3:45].C1C=CC2N(O)N=NC=2C=1.CCN=C=NCCCN(C)C, predict the reaction product. The product is: [C:44]([O:48][C:49](=[O:60])[CH2:50][C:51]1[CH:52]=[CH:53][C:54]([CH2:57][CH2:58][NH:59][C:10](=[O:11])[C@@H:9]([NH:8][C:6](=[O:7])[C@@H:5]([NH:4][C:1](=[O:3])[CH3:2])[CH2:37][C:38]2[CH:39]=[CH:40][CH:41]=[CH:42][CH:43]=2)[CH2:13][C:14]2[CH:19]=[CH:18][C:17]([N:20]3[CH2:24][C:23](=[O:25])[N:22]([CH2:26][C:27]4[CH:32]=[CH:31][C:30]([O:33][CH3:34])=[CH:29][CH:28]=4)[S:21]3(=[O:36])=[O:35])=[CH:16][CH:15]=2)=[CH:55][CH:56]=1)([CH3:45])([CH3:47])[CH3:46]. (5) Given the reactants [CH:1]1([CH2:4][N:5]2[C:9]3[N:10]=[CH:11][N:12]=[C:13]([NH2:14])[C:8]=3[C:7](I)=[CH:6]2)[CH2:3][CH2:2]1.[C:16]1([C:22]2[CH:31]=[CH:30][C:29]3[C:24](=[CH:25][C:26](B4OC(C)(C)C(C)(C)O4)=[CH:27][CH:28]=3)[N:23]=2)[CH:21]=[CH:20][CH:19]=[CH:18][CH:17]=1.C([O-])([O-])=O.[Na+].[Na+].O, predict the reaction product. The product is: [CH:1]1([CH2:4][N:5]2[C:9]3[N:10]=[CH:11][N:12]=[C:13]([NH2:14])[C:8]=3[C:7]([C:26]3[CH:25]=[C:24]4[C:29]([CH:30]=[CH:31][C:22]([C:16]5[CH:21]=[CH:20][CH:19]=[CH:18][CH:17]=5)=[N:23]4)=[CH:28][CH:27]=3)=[CH:6]2)[CH2:3][CH2:2]1. (6) Given the reactants C(Cl)CCl.[NH2:5][C:6]1[N:10]([C:11]2[C:16]([Cl:17])=[CH:15][C:14]([C:18]([F:21])([F:20])[F:19])=[CH:13][C:12]=2[Cl:22])[N:9]=[C:8]([C:23]#[N:24])[C:7]=1[S:25][C:26]([F:29])([F:28])[F:27].OO.[OH:32]S(O)(=O)=O, predict the reaction product. The product is: [CH:15]1[C:14]([C:18]([F:19])([F:20])[F:21])=[CH:13][C:12]([Cl:22])=[C:11]([N:10]2[N:9]=[C:8]([C:23]#[N:24])[C:7]([S+:25]([O-:32])[C:26]([F:29])([F:28])[F:27])=[C:6]2[NH2:5])[C:16]=1[Cl:17]. (7) Given the reactants C(OC([N:8]1[CH2:12][CH2:11][CH2:10][N:9]1[C:13]([O:15][CH2:16][C:17]1[CH:22]=[CH:21][CH:20]=[CH:19][CH:18]=1)=[O:14])=O)(C)(C)C.S(Cl)([Cl:25])=O, predict the reaction product. The product is: [ClH:25].[N:9]1([C:13]([O:15][CH2:16][C:17]2[CH:22]=[CH:21][CH:20]=[CH:19][CH:18]=2)=[O:14])[CH2:10][CH2:11][CH2:12][NH:8]1. (8) Given the reactants [C:1]([C:5]1[CH:6]=[C:7]([CH:9]=[C:10]([I:14])[C:11]=1[O:12][CH3:13])[NH2:8])([CH3:4])([CH3:3])[CH3:2].Cl[CH2:16][C:17]([N:19]=[C:20]=[O:21])=[O:18], predict the reaction product. The product is: [C:1]([C:5]1[CH:6]=[C:7]([N:8]2[CH2:16][C:17](=[O:18])[NH:19][C:20]2=[O:21])[CH:9]=[C:10]([I:14])[C:11]=1[O:12][CH3:13])([CH3:4])([CH3:2])[CH3:3]. (9) Given the reactants [OH2:1].O[C:3]1[C:11]2[N:10]=[N:9][NH:8][C:7]=2[CH:6]=[CH:5][CH:4]=1, predict the reaction product. The product is: [CH:4]1[CH:5]=[CH:6][C:7]2[N:8]([OH:1])[N:9]=[N:10][C:11]=2[CH:3]=1.